Dataset: NCI-60 drug combinations with 297,098 pairs across 59 cell lines. Task: Regression. Given two drug SMILES strings and cell line genomic features, predict the synergy score measuring deviation from expected non-interaction effect. (1) Drug 2: CS(=O)(=O)OCCCCOS(=O)(=O)C. Cell line: KM12. Drug 1: CNC(=O)C1=NC=CC(=C1)OC2=CC=C(C=C2)NC(=O)NC3=CC(=C(C=C3)Cl)C(F)(F)F. Synergy scores: CSS=3.01, Synergy_ZIP=-1.44, Synergy_Bliss=-2.50, Synergy_Loewe=-3.59, Synergy_HSA=-2.69. (2) Drug 1: C1=CC(=C2C(=C1NCCNCCO)C(=O)C3=C(C=CC(=C3C2=O)O)O)NCCNCCO. Drug 2: C1CN1P(=S)(N2CC2)N3CC3. Cell line: OVCAR3. Synergy scores: CSS=19.8, Synergy_ZIP=-8.62, Synergy_Bliss=-3.75, Synergy_Loewe=-11.9, Synergy_HSA=-3.20. (3) Drug 1: C1CCN(CC1)CCOC2=CC=C(C=C2)C(=O)C3=C(SC4=C3C=CC(=C4)O)C5=CC=C(C=C5)O. Drug 2: CC12CCC3C(C1CCC2O)C(CC4=C3C=CC(=C4)O)CCCCCCCCCS(=O)CCCC(C(F)(F)F)(F)F. Cell line: SK-OV-3. Synergy scores: CSS=0.935, Synergy_ZIP=1.78, Synergy_Bliss=2.97, Synergy_Loewe=-3.26, Synergy_HSA=-1.87. (4) Drug 1: C1CCC(CC1)NC(=O)N(CCCl)N=O. Drug 2: C1=NNC2=C1C(=O)NC=N2. Cell line: RXF 393. Synergy scores: CSS=9.39, Synergy_ZIP=-5.00, Synergy_Bliss=-4.43, Synergy_Loewe=-5.89, Synergy_HSA=-3.39.